Dataset: Cav3 T-type calcium channel HTS with 100,875 compounds. Task: Binary Classification. Given a drug SMILES string, predict its activity (active/inactive) in a high-throughput screening assay against a specified biological target. (1) The molecule is O(C(CCC(OC(=O)C)(C)C(=O)C)(C)C(=O)C)C(=O)C. The result is 0 (inactive). (2) The drug is S=c1n(c(c(c(N2CCN(CC2)C(OCC)=O)n1)C(=O)C)C)c1ccccc1. The result is 0 (inactive). (3) The compound is s1c(nnc1NC(=O)CN1C(=O)c2c(C1=O)cccc2)C(C)C. The result is 0 (inactive). (4) The drug is O=C(Nc1c(N2CCOCC2)ccc(c1)c1nnc(OC)c2c1cccc2)C1CCCCC1. The result is 0 (inactive).